This data is from Forward reaction prediction with 1.9M reactions from USPTO patents (1976-2016). The task is: Predict the product of the given reaction. (1) Given the reactants [CH:1]([N:4]1[C:9](=[O:10])[CH:8]=[CH:7][C:6]([C:11]2[N:12]=[C:13]([C:25]#[N:26])[C:14](C#N)=[N:15][C:16]=2[C:17]2[CH:22]=[CH:21][CH:20]=[CH:19][CH:18]=2)=[N:5]1)([CH3:3])[CH3:2].[CH3:27][O:28][C:29]1[CH:36]=[CH:35][C:32]([CH2:33][NH2:34])=[CH:31][CH:30]=1.O.CCCCCC, predict the reaction product. The product is: [CH:1]([N:4]1[C:9](=[O:10])[CH:8]=[CH:7][C:6]([C:11]2[N:12]=[C:13]([C:25]#[N:26])[C:14]([NH:34][CH2:33][C:32]3[CH:35]=[CH:36][C:29]([O:28][CH3:27])=[CH:30][CH:31]=3)=[N:15][C:16]=2[C:17]2[CH:18]=[CH:19][CH:20]=[CH:21][CH:22]=2)=[N:5]1)([CH3:2])[CH3:3]. (2) Given the reactants [C:1](O)(=O)[C:2]1[CH:7]=[CH:6][CH:5]=[N:4][CH:3]=1.[NH2:10][NH:11][C:12]([NH2:14])=[S:13].[NH4+].[OH-], predict the reaction product. The product is: [N:4]1[CH:5]=[CH:6][CH:7]=[C:2]([C:1]2[S:13][C:12]([NH2:14])=[N:11][N:10]=2)[CH:3]=1. (3) Given the reactants [C:1]([C:5]1[N:10]=[CH:9][C:8]([C:11]2[N:12]([C:32](Cl)=[O:33])[C@@:13]([C:25]3[CH:30]=[CH:29][C:28]([Cl:31])=[CH:27][CH:26]=3)([CH3:24])[C@@:14]([C:17]3[CH:22]=[CH:21][C:20]([Cl:23])=[CH:19][CH:18]=3)([CH3:16])[N:15]=2)=[C:7]([O:35][CH2:36][CH3:37])[CH:6]=1)([CH3:4])([CH3:3])[CH3:2].[CH3:38][S:39]([CH2:42][CH2:43][N:44]1[CH2:49][CH2:48][NH:47][CH2:46][CH2:45]1)(=[O:41])=[O:40], predict the reaction product. The product is: [C:1]([C:5]1[N:10]=[CH:9][C:8]([C:11]2[N:12]([C:32]([N:47]3[CH2:46][CH2:45][N:44]([CH2:43][CH2:42][S:39]([CH3:38])(=[O:40])=[O:41])[CH2:49][CH2:48]3)=[O:33])[C@@:13]([C:25]3[CH:30]=[CH:29][C:28]([Cl:31])=[CH:27][CH:26]=3)([CH3:24])[C@@:14]([C:17]3[CH:18]=[CH:19][C:20]([Cl:23])=[CH:21][CH:22]=3)([CH3:16])[N:15]=2)=[C:7]([O:35][CH2:36][CH3:37])[CH:6]=1)([CH3:4])([CH3:2])[CH3:3]. (4) Given the reactants Br[C:2]1[C:7]([F:8])=[CH:6][C:5]([NH:9][C:10]2[N:14]=[C:13]([NH2:15])[NH:12][N:11]=2)=[CH:4][C:3]=1[Cl:16].[CH3:17][N:18]([CH3:37])[S:19]([C:22]1[CH:27]=[CH:26][C:25](B2OC(C)(C)C(C)(C)O2)=[CH:24][CH:23]=1)(=[O:21])=[O:20].C(=O)([O-])[O-].[Na+].[Na+], predict the reaction product. The product is: [CH3:17][N:18]([CH3:37])[S:19]([C:22]1[CH:23]=[CH:24][C:25]([C:2]2[C:7]([F:8])=[CH:6][C:5]([NH:9][C:10]3[N:14]=[C:13]([NH2:15])[NH:12][N:11]=3)=[CH:4][C:3]=2[Cl:16])=[CH:26][CH:27]=1)(=[O:20])=[O:21]. (5) Given the reactants CN(C)[CH2:3][CH2:4]CN=C=NCC.C(O)C.[C:15]([CH:17]([C:30]1[CH:31]=[N:32][CH:33]=[C:34]([Br:36])[CH:35]=1)[CH:18]([C:23]1[CH:28]=[CH:27][C:26]([Cl:29])=[CH:25][CH:24]=1)[CH2:19][C:20]([OH:22])=[O:21])#[N:16], predict the reaction product. The product is: [C:15]([CH:17]([C:30]1[CH:31]=[N:32][CH:33]=[C:34]([Br:36])[CH:35]=1)[CH:18]([C:23]1[CH:24]=[CH:25][C:26]([Cl:29])=[CH:27][CH:28]=1)[CH2:19][C:20]([O:22][CH2:3][CH3:4])=[O:21])#[N:16]. (6) Given the reactants [BrH:1].C(O)(=O)C.[Cl:6][C:7]1[C:12]([Cl:13])=[CH:11][CH:10]=[CH:9][C:8]=1[C:14](=O)[CH2:15][S:16][C:17]#[N:18].O, predict the reaction product. The product is: [Br:1][C:17]1[S:16][CH:15]=[C:14]([C:8]2[CH:9]=[CH:10][CH:11]=[C:12]([Cl:13])[C:7]=2[Cl:6])[N:18]=1. (7) Given the reactants [Br:1][C:2]1[CH:3]=[C:4]([CH2:8][C:9]([OH:11])=[O:10])[CH:5]=[N:6][CH:7]=1.S(=O)(=O)(O)O.[CH3:17]O, predict the reaction product. The product is: [CH3:17][O:10][C:9](=[O:11])[CH2:8][C:4]1[CH:5]=[N:6][CH:7]=[C:2]([Br:1])[CH:3]=1. (8) Given the reactants [CH3:13][C:12]([O:11][C:9](O[C:9]([O:11][C:12]([CH3:15])([CH3:14])[CH3:13])=[O:10])=[O:10])([CH3:15])[CH3:14].[OH:16][C:17]1[CH:22]=[CH:21][C:20]([NH:23][CH2:24][C:25]([OH:27])=[O:26])=[CH:19][CH:18]=1.C([O-])(O)=O.[Na+], predict the reaction product. The product is: [C:9]([N:23]([C:20]1[CH:21]=[CH:22][C:17]([OH:16])=[CH:18][CH:19]=1)[CH2:24][C:25]([OH:27])=[O:26])([O:11][C:12]([CH3:13])([CH3:14])[CH3:15])=[O:10]. (9) Given the reactants [C:1]1([CH2:7][S:8](Cl)(=[O:10])=[O:9])[CH:6]=[CH:5][CH:4]=[CH:3][CH:2]=1.C(N(C(C)C)CC)(C)C.[O:21]1[C:25]2[CH:26]=[CH:27][C:28]([C:30]3[N:31]=[C:32]([CH:42]4[CH2:47][CH2:46][CH:45]([NH2:48])[CH2:44][CH2:43]4)[NH:33][C:34]=3[C:35]3[CH:40]=[CH:39][CH:38]=[C:37]([CH3:41])[N:36]=3)=[CH:29][C:24]=2[O:23][CH2:22]1, predict the reaction product. The product is: [O:21]1[C:25]2[CH:26]=[CH:27][C:28]([C:30]3[N:31]=[C:32]([CH:42]4[CH2:47][CH2:46][CH:45]([NH:48][S:8]([CH2:7][C:1]5[CH:6]=[CH:5][CH:4]=[CH:3][CH:2]=5)(=[O:10])=[O:9])[CH2:44][CH2:43]4)[NH:33][C:34]=3[C:35]3[CH:40]=[CH:39][CH:38]=[C:37]([CH3:41])[N:36]=3)=[CH:29][C:24]=2[O:23][CH2:22]1.